This data is from Forward reaction prediction with 1.9M reactions from USPTO patents (1976-2016). The task is: Predict the product of the given reaction. (1) Given the reactants [C:1]([O:5][C:6]([N:8]1[CH2:12][C@@H:11]([OH:13])[CH2:10][C@@H:9]1[C:14]([OH:16])=O)=[O:7])([CH3:4])([CH3:3])[CH3:2].CC[N:19]=C=NCCCN(C)C.Cl.C1C=C2N=NN(O)C2=CC=1.O.N, predict the reaction product. The product is: [C:14]([C@H:9]1[CH2:10][C@H:11]([OH:13])[CH2:12][N:8]1[C:6]([O:5][C:1]([CH3:4])([CH3:3])[CH3:2])=[O:7])(=[O:16])[NH2:19]. (2) Given the reactants [C:1]([C:5]1[CH:6]=[C:7]([CH:12]=[C:13](I)[C:14]=1[OH:15])[C:8]([O:10][CH3:11])=[O:9])([CH3:4])([CH3:3])[CH3:2].N1C=CC=CC=1C1C=CC=CN=1.[CH3:29][S:30]SC, predict the reaction product. The product is: [C:1]([C:5]1[CH:6]=[C:7]([CH:12]=[C:13]([S:30][CH3:29])[C:14]=1[OH:15])[C:8]([O:10][CH3:11])=[O:9])([CH3:4])([CH3:3])[CH3:2]. (3) Given the reactants F[C:2]1[CH:7]=[CH:6][N:5]=[C:4]([NH:8][C:9](=[O:25])[C:10]2[CH:15]=[CH:14][C:13]([B:16]3[O:20][C:19]([CH3:22])([CH3:21])[C:18]([CH3:24])([CH3:23])[O:17]3)=[CH:12][CH:11]=2)[CH:3]=1.[NH2:26][C:27]1C=C(C=CN=1)C#N, predict the reaction product. The product is: [C:27]([C:2]1[CH:7]=[CH:6][N:5]=[C:4]([NH:8][C:9](=[O:25])[C:10]2[CH:15]=[CH:14][C:13]([B:16]3[O:20][C:19]([CH3:22])([CH3:21])[C:18]([CH3:24])([CH3:23])[O:17]3)=[CH:12][CH:11]=2)[CH:3]=1)#[N:26]. (4) Given the reactants [Mg].II.Br[C:5]1[S:6][CH:7]=[CH:8][CH:9]=1.[C:10]([O:14][C:15]([N:17]1[CH2:22][CH2:21][C:20](C#N)([N:23]([CH3:25])[CH3:24])[CH2:19][CH2:18]1)=[O:16])([CH3:13])([CH3:12])[CH3:11].[NH4+].[Cl-], predict the reaction product. The product is: [C:10]([O:14][C:15]([N:17]1[CH2:18][CH2:19][C:20]([N:23]([CH3:25])[CH3:24])([C:5]2[S:6][CH:7]=[CH:8][CH:9]=2)[CH2:21][CH2:22]1)=[O:16])([CH3:13])([CH3:12])[CH3:11]. (5) Given the reactants [Si:1]([O:8][CH:9]([CH:28]1[CH2:36][C:35]2[C:30](=[CH:31][CH:32]=[C:33]([O:37][C:38]3[CH:43]=[CH:42][CH:41]=[CH:40][CH:39]=3)[CH:34]=2)[CH2:29]1)[C:10]1[O:11][C:12]([Sn](CCCC)(CCCC)CCCC)=[CH:13][N:14]=1)([C:4]([CH3:7])([CH3:6])[CH3:5])([CH3:3])[CH3:2].Br[C:45]1[N:50]=[C:49]([C:51]([O:53][CH3:54])=[O:52])[CH:48]=[CH:47][CH:46]=1, predict the reaction product. The product is: [Si:1]([O:8][CH:9]([CH:28]1[CH2:36][C:35]2[C:30](=[CH:31][CH:32]=[C:33]([O:37][C:38]3[CH:43]=[CH:42][CH:41]=[CH:40][CH:39]=3)[CH:34]=2)[CH2:29]1)[C:10]1[O:11][C:12]([C:45]2[N:50]=[C:49]([C:51]([O:53][CH3:54])=[O:52])[CH:48]=[CH:47][CH:46]=2)=[CH:13][N:14]=1)([C:4]([CH3:7])([CH3:5])[CH3:6])([CH3:3])[CH3:2]. (6) Given the reactants [N:1]([C@@H:4]1[CH2:10][CH2:9][C@@H:8]([C:11]2[N:15]([CH3:16])[N:14]=[CH:13][C:12]=2[N+:17]([O-:19])=[O:18])[O:7][CH2:6][C@H:5]1[OH:20])=[N+:2]=[N-:3].CC(OI1(OC(C)=O)(OC(C)=O)OC(=O)C2C=CC=CC1=2)=O.C([O-])(O)=O.[Na+].S([O-])([O-])(=O)=S.[Na+].[Na+], predict the reaction product. The product is: [N:1]([C@@H:4]1[CH2:10][CH2:9][C@@H:8]([C:11]2[N:15]([CH3:16])[N:14]=[CH:13][C:12]=2[N+:17]([O-:19])=[O:18])[O:7][CH2:6][C:5]1=[O:20])=[N+:2]=[N-:3]. (7) Given the reactants Br[CH2:2][CH2:3][CH2:4][CH2:5][CH2:6][CH2:7][CH2:8][CH2:9][CH2:10][CH2:11][CH2:12][Br:13].[Si:14]([O:21][C@H:22]([CH2:25][CH2:26][CH2:27][CH3:28])[C:23]#[CH:24])([C:17]([CH3:20])([CH3:19])[CH3:18])([CH3:16])[CH3:15].O1CCCCC1OCCCC#C, predict the reaction product. The product is: [Br:13][CH2:12][CH2:11][CH2:10][CH2:9][CH2:8][CH2:7][CH2:6][CH2:5][CH2:4][CH2:3][CH2:2][C:24]#[C:23][C@@H:22]([CH2:25][CH2:26][CH2:27][CH3:28])[O:21][Si:14]([C:17]([CH3:18])([CH3:19])[CH3:20])([CH3:15])[CH3:16]. (8) Given the reactants [NH:1]1[CH2:6][CH2:5][O:4][C@@H:3]([CH2:7][NH:8][C:9](=[O:15])[O:10][C:11]([CH3:14])([CH3:13])[CH3:12])[CH2:2]1.C(N(CC)C(C)C)(C)C.Br[CH:26]([C:28]1[CH:33]=[CH:32][C:31]([Cl:34])=[C:30]([Cl:35])[CH:29]=1)[CH3:27].C(=O)([O-])O.[Na+], predict the reaction product. The product is: [Cl:35][C:30]1[CH:29]=[C:28]([CH:26]([N:1]2[CH2:6][CH2:5][O:4][C@@H:3]([CH2:7][NH:8][C:9](=[O:15])[O:10][C:11]([CH3:12])([CH3:14])[CH3:13])[CH2:2]2)[CH3:27])[CH:33]=[CH:32][C:31]=1[Cl:34].